Dataset: Full USPTO retrosynthesis dataset with 1.9M reactions from patents (1976-2016). Task: Predict the reactants needed to synthesize the given product. Given the product [C:11]([O:15][C:16](=[O:17])[NH:18][C:19]1[N:21]=[C:1]([CH3:2])[C:4]([C:5]#[N:6])=[CH:7][N:20]=1)([CH3:14])([CH3:12])[CH3:13], predict the reactants needed to synthesize it. The reactants are: [C:1](/[C:4](=[CH:7]/N(C)C)/[C:5]#[N:6])(=O)[CH3:2].[C:11]([O:15][C:16]([NH:18][C:19]([NH2:21])=[NH:20])=[O:17])([CH3:14])([CH3:13])[CH3:12].CC1CCCO1.